Dataset: Full USPTO retrosynthesis dataset with 1.9M reactions from patents (1976-2016). Task: Predict the reactants needed to synthesize the given product. (1) Given the product [NH:13]1[C:14]2[CH:19]=[CH:18][CH:17]=[CH:16][C:15]=2[N:11]=[C:12]1[C@H:8]([NH:9][C:10]([NH:34][CH:31]1[CH2:32][CH2:33][N:28]([CH2:27][CH2:26][F:25])[CH2:29][CH2:30]1)=[O:20])[CH2:7][C:6]1[CH:21]=[CH:22][C:3]([O:2][CH3:1])=[CH:4][CH:5]=1, predict the reactants needed to synthesize it. The reactants are: [CH3:1][O:2][C:3]1[CH:22]=[CH:21][C:6]([CH2:7][C@@H:8]2[C:12]3=[N:13][C:14]4[CH:19]=[CH:18][CH:17]=[CH:16][C:15]=4[N:11]3[C:10](=[O:20])[NH:9]2)=[CH:5][CH:4]=1.Cl.Cl.[F:25][CH2:26][CH2:27][N:28]1[CH2:33][CH2:32][CH:31]([NH2:34])[CH2:30][CH2:29]1.C(O)(C(F)(F)F)=O. (2) Given the product [Cl:17][C:18]1[CH:19]=[CH:20][C:21]([N:33]2[CH:37]=[N:36][N:35]=[N:34]2)=[C:22]([CH:32]=1)[CH2:23][NH:24][C:25](=[O:31])[C@@H:26]1[CH2:30][CH2:29][CH2:28][N:27]1[C:14]([C@H:9]1[CH2:10][CH2:11][CH2:12][CH2:13][N:8]1[C:6]([O:5][C:1]([CH3:2])([CH3:3])[CH3:4])=[O:7])=[O:16], predict the reactants needed to synthesize it. The reactants are: [C:1]([O:5][C:6]([N:8]1[CH2:13][CH2:12][CH2:11][CH2:10][C@@H:9]1[C:14]([OH:16])=O)=[O:7])([CH3:4])([CH3:3])[CH3:2].[Cl:17][C:18]1[CH:19]=[CH:20][C:21]([N:33]2[CH:37]=[N:36][N:35]=[N:34]2)=[C:22]([CH:32]=1)[CH2:23][NH:24][C:25](=[O:31])[C@@H:26]1[CH2:30][CH2:29][CH2:28][NH:27]1.C(Cl)CCl.C1C=NC2N(O)N=NC=2C=1. (3) Given the product [NH2:1][C:2]1[C:3]2[C:10]([C:11]3[CH:12]=[CH:13][C:14]([Cl:17])=[CH:15][CH:16]=3)=[C:9]([Cl:18])[N:8]([C@@H:19]3[CH2:23][CH2:22][N:21]([C:24](=[O:25])/[CH:53]=[CH:52]/[CH2:51][N:50]([CH:47]4[CH2:49][CH2:48]4)[CH3:57])[CH2:20]3)[C:4]=2[N:5]=[CH:6][N:7]=1, predict the reactants needed to synthesize it. The reactants are: [NH2:1][C:2]1[C:3]2[C:10]([C:11]3[CH:16]=[CH:15][C:14]([Cl:17])=[CH:13][CH:12]=3)=[C:9]([Cl:18])[N:8]([C@@H:19]3[CH2:23][CH2:22][N:21]([C:24](OC(C)(C)C)=[O:25])[CH2:20]3)[C:4]=2[N:5]=[CH:6][N:7]=1.C(O)(C(F)(F)F)=O.CCN(C(C)C)C(C)C.[CH:47]1([N:50]([CH3:57])[CH2:51]/[CH:52]=[CH:53]/C(O)=O)[CH2:49][CH2:48]1.CN(C(ON1N=NC2C=CC=CC1=2)=[N+](C)C)C.F[P-](F)(F)(F)(F)F. (4) Given the product [C:45]([OH:44])(=[O:47])[CH2:46][CH2:8][CH2:7][CH2:6][CH2:5][CH2:4][CH2:3][CH2:2][C:1]([OH:20])=[O:19], predict the reactants needed to synthesize it. The reactants are: [C:1]([OH:20])(=[O:19])[CH2:2][CH2:3][CH2:4][CH2:5][CH2:6][CH2:7][CH2:8]/C=C\CCCCCCCC.C(O)(=O)CCCCCCC/C=C\C/C=C\CCCCC.C([O:44][C:45](=[O:47])[CH3:46])(=O)C.